Dataset: NCI-60 drug combinations with 297,098 pairs across 59 cell lines. Task: Regression. Given two drug SMILES strings and cell line genomic features, predict the synergy score measuring deviation from expected non-interaction effect. (1) Drug 1: C1=CN(C=N1)CC(O)(P(=O)(O)O)P(=O)(O)O. Drug 2: CC1C(C(CC(O1)OC2CC(CC3=C2C(=C4C(=C3O)C(=O)C5=CC=CC=C5C4=O)O)(C(=O)C)O)N)O. Cell line: U251. Synergy scores: CSS=38.9, Synergy_ZIP=-0.681, Synergy_Bliss=-1.92, Synergy_Loewe=-28.1, Synergy_HSA=-0.695. (2) Drug 1: C1C(C(OC1N2C=NC3=C(N=C(N=C32)Cl)N)CO)O. Drug 2: C1CN(CCN1C(=O)CCBr)C(=O)CCBr. Cell line: HOP-92. Synergy scores: CSS=41.2, Synergy_ZIP=-8.99, Synergy_Bliss=-2.42, Synergy_Loewe=-0.514, Synergy_HSA=1.18. (3) Drug 1: C1CCC(C1)C(CC#N)N2C=C(C=N2)C3=C4C=CNC4=NC=N3. Drug 2: CC1CCC2CC(C(=CC=CC=CC(CC(C(=O)C(C(C(=CC(C(=O)CC(OC(=O)C3CCCCN3C(=O)C(=O)C1(O2)O)C(C)CC4CCC(C(C4)OC)OCCO)C)C)O)OC)C)C)C)OC. Cell line: PC-3. Synergy scores: CSS=27.2, Synergy_ZIP=2.22, Synergy_Bliss=2.72, Synergy_Loewe=-37.1, Synergy_HSA=1.40. (4) Drug 1: CCCCC(=O)OCC(=O)C1(CC(C2=C(C1)C(=C3C(=C2O)C(=O)C4=C(C3=O)C=CC=C4OC)O)OC5CC(C(C(O5)C)O)NC(=O)C(F)(F)F)O. Drug 2: CC(C)CN1C=NC2=C1C3=CC=CC=C3N=C2N. Cell line: KM12. Synergy scores: CSS=62.3, Synergy_ZIP=-9.29, Synergy_Bliss=-17.4, Synergy_Loewe=-14.7, Synergy_HSA=-15.6. (5) Drug 1: C1C(C(OC1N2C=NC3=C(N=C(N=C32)Cl)N)CO)O. Drug 2: C1=NC2=C(N=C(N=C2N1C3C(C(C(O3)CO)O)O)F)N. Cell line: HOP-92. Synergy scores: CSS=32.7, Synergy_ZIP=-9.96, Synergy_Bliss=-2.87, Synergy_Loewe=-5.96, Synergy_HSA=0.591.